From a dataset of Full USPTO retrosynthesis dataset with 1.9M reactions from patents (1976-2016). Predict the reactants needed to synthesize the given product. (1) Given the product [NH2:40][C:24]([C:16]1[CH:17]=[N:18][C:19]2[C:14]([C:15]=1[NH:29][C:30]1[CH:35]=[CH:34][C:33]([Cl:36])=[C:32]([Cl:37])[CH:31]=1)=[CH:13][C:12]([CH2:11][CH2:10][CH2:9][NH:8][C:6](=[O:7])[O:5][C:1]([CH3:2])([CH3:3])[CH3:4])=[C:21]([O:22][CH3:23])[CH:20]=2)=[O:25], predict the reactants needed to synthesize it. The reactants are: [C:1]([O:5][C:6]([NH:8][CH2:9][CH2:10][CH2:11][C:12]1[CH:13]=[C:14]2[C:19](=[CH:20][C:21]=1[O:22][CH3:23])[N:18]=[CH:17][C:16]([C:24](OCC)=[O:25])=[C:15]2[NH:29][C:30]1[CH:35]=[CH:34][C:33]([Cl:36])=[C:32]([Cl:37])[CH:31]=1)=[O:7])([CH3:4])([CH3:3])[CH3:2].C([NH2:40])=O.C[O-].[Na+]. (2) Given the product [F:1][C:2]1[CH:3]=[C:4]([CH:5]([OH:6])[CH3:11])[CH:7]=[C:8]([F:10])[CH:9]=1, predict the reactants needed to synthesize it. The reactants are: [F:1][C:2]1[CH:3]=[C:4]([CH:7]=[C:8]([F:10])[CH:9]=1)[CH:5]=[O:6].[CH3:11][Mg]Br. (3) Given the product [O:1]1[CH2:6][CH2:5][CH2:4][CH2:3][CH:2]1[CH2:7][CH2:8][OH:9], predict the reactants needed to synthesize it. The reactants are: [O:1]1[CH2:6][CH2:5][CH2:4][CH2:3][CH:2]1[CH2:7][CH:8]=[O:9].[BH4-].[Na+]. (4) Given the product [N:20]1([C:2]2[N:7]3[N:8]=[C:9]([NH:11][C:12](=[O:19])[C:13]4[CH:18]=[CH:17][CH:16]=[N:15][CH:14]=4)[N:10]=[C:6]3[CH:5]=[CH:4][CH:3]=2)[CH2:24][CH2:23][CH2:22][CH2:21]1, predict the reactants needed to synthesize it. The reactants are: Br[C:2]1[N:7]2[N:8]=[C:9]([NH:11][C:12](=[O:19])[C:13]3[CH:18]=[CH:17][CH:16]=[N:15][CH:14]=3)[N:10]=[C:6]2[CH:5]=[CH:4][CH:3]=1.[NH:20]1[CH2:24][CH2:23][CH2:22][CH2:21]1. (5) Given the product [CH:1]1([C:4]2[C:5]([N:13]3[CH2:18][CH2:17][N:16]([C:19]([C:21]4[CH:26]=[CH:25][C:24]([N:31]5[CH2:30][C:29]([CH3:35])([CH3:28])[O:33][C:32]5=[O:34])=[CH:23][CH:22]=4)=[O:20])[CH2:15][CH2:14]3)=[N:6][CH:7]=[C:8]([CH:10]3[CH2:12][CH2:11]3)[CH:9]=2)[CH2:3][CH2:2]1, predict the reactants needed to synthesize it. The reactants are: [CH:1]1([C:4]2[C:5]([N:13]3[CH2:18][CH2:17][N:16]([C:19]([C:21]4[CH:26]=[CH:25][C:24](I)=[CH:23][CH:22]=4)=[O:20])[CH2:15][CH2:14]3)=[N:6][CH:7]=[C:8]([CH:10]3[CH2:12][CH2:11]3)[CH:9]=2)[CH2:3][CH2:2]1.[CH3:28][C:29]1([CH3:35])[O:33][C:32](=[O:34])[N:31]=[CH:30]1. (6) Given the product [CH2:1]([P:3]([O:11][CH2:12][CH2:13][CH2:14][CH2:15][OH:16])([CH2:5][CH:6]([CH3:10])[C:7]([O:9][CH2:12][CH2:13][CH2:14][CH2:15][OH:16])=[O:8])=[O:4])[CH3:2], predict the reactants needed to synthesize it. The reactants are: [CH2:1]([P:3]([OH:11])([CH2:5][CH:6]([CH3:10])[C:7]([OH:9])=[O:8])=[O:4])[CH3:2].[CH2:12](O)[CH2:13][CH2:14][CH2:15][OH:16].